Dataset: Forward reaction prediction with 1.9M reactions from USPTO patents (1976-2016). Task: Predict the product of the given reaction. (1) Given the reactants [CH2:1]1[CH2:7][S:4](=[O:6])(=[O:5])[NH:3][CH2:2]1.Br[C:9]1[N:18]=[C:17]([C:19]([NH:21][CH2:22][C:23]2[CH:28]=[CH:27][C:26]([F:29])=[CH:25][CH:24]=2)=[O:20])[C:16]([OH:30])=[C:15]2[C:10]=1[CH:11]=[CH:12][CH:13]=[N:14]2.C(=O)([O-])[O-].[K+].[K+].C(O)(C(F)(F)F)=O, predict the reaction product. The product is: [O:5]=[S:4]1(=[O:6])[CH2:7][CH2:1][CH2:2][N:3]1[C:9]1[N:18]=[C:17]([C:19]([NH:21][CH2:22][C:23]2[CH:28]=[CH:27][C:26]([F:29])=[CH:25][CH:24]=2)=[O:20])[C:16]([OH:30])=[C:15]2[C:10]=1[CH:11]=[CH:12][CH:13]=[N:14]2. (2) Given the reactants [NH:1]1[CH:5]=[CH:4][CH:3]=N1.C(O[C:9]([C:11]1[C:15]([CH3:16])=[C:14]([NH2:17])[N:13]([C:18]2[CH:23]=[CH:22][CH:21]=[CH:20][CH:19]=2)[N:12]=1)=[O:10])C.C(OC(=O)C(=O)C(C#N)C)C.NC1N(C(OC(C)(C)C)=O)N=C(C(OC)=O)C=1.[F:52][C:53]1[CH:61]=[CH:60][CH:59]=[CH:58][C:54]=1[C:55](Cl)=[O:56].[NH2:62][C:63]1[CH:71]=[CH:70][C:66](CC#N)=[CH:65][CH:64]=1, predict the reaction product. The product is: [C:5]([CH2:4][CH2:3][C:66]1[CH:70]=[CH:71][C:63]([NH:62][C:9]([C:11]2[C:15]([CH3:16])=[C:14]([NH:17][C:55](=[O:56])[C:54]3[CH:58]=[CH:59][CH:60]=[CH:61][C:53]=3[F:52])[N:13]([C:18]3[CH:19]=[CH:20][CH:21]=[CH:22][CH:23]=3)[N:12]=2)=[O:10])=[CH:64][CH:65]=1)#[N:1]. (3) Given the reactants O.[NH2:2][NH2:3].[CH2:4]([O:6][C:7](=[O:14])[C:8](=O)[CH2:9][C:10](=O)[CH3:11])[CH3:5], predict the reaction product. The product is: [CH2:4]([O:6][C:7]([C:8]1[CH:9]=[C:10]([CH3:11])[NH:3][N:2]=1)=[O:14])[CH3:5]. (4) Given the reactants [ClH:1].[CH3:2][C:3]1[C:7]([C:8]2[CH:17]=[CH:16][CH:15]=[C:14]3[C:9]=2[CH2:10][CH2:11][C@H:12]([N:18]([CH3:20])[CH3:19])[CH2:13]3)=[C:6]([CH3:21])[NH:5][N:4]=1, predict the reaction product. The product is: [ClH:1].[ClH:1].[CH3:21][C:6]1[C:7]([C:8]2[CH:17]=[CH:16][CH:15]=[C:14]3[C:9]=2[CH2:10][CH2:11][C@H:12]([N:18]([CH3:19])[CH3:20])[CH2:13]3)=[C:3]([CH3:2])[NH:4][N:5]=1. (5) Given the reactants [NH2:1][C:2]1[C:18]([F:19])=[CH:17][C:16]([F:20])=[CH:15][C:3]=1[C:4]([NH:6][C:7]1[CH:12]=[CH:11][CH:10]=[C:9]([Br:13])[C:8]=1[CH3:14])=[O:5].Cl[C:22](Cl)([O:24]C(=O)OC(Cl)(Cl)Cl)Cl.C([O-])(O)=O.[Na+], predict the reaction product. The product is: [Br:13][C:9]1[C:8]([CH3:14])=[C:7]([N:6]2[C:4](=[O:5])[C:3]3[C:2](=[C:18]([F:19])[CH:17]=[C:16]([F:20])[CH:15]=3)[NH:1][C:22]2=[O:24])[CH:12]=[CH:11][CH:10]=1. (6) Given the reactants C([O:3][C:4]([C:6]1[N:11]=[C:10]2[N:12]([CH2:15][C:16]3[CH:17]=[C:18]4[C:23](=[CH:24][C:25]=3[F:26])[N:22]=[CH:21][CH:20]=[CH:19]4)[N:13]=[N:14][C:9]2=[N:8][CH:7]=1)=[CH2:5])C.Cl, predict the reaction product. The product is: [F:26][C:25]1[CH:24]=[C:23]2[C:18]([CH:19]=[CH:20][CH:21]=[N:22]2)=[CH:17][C:16]=1[CH2:15][N:12]1[C:10]2[C:9](=[N:8][CH:7]=[C:6]([C:4](=[O:3])[CH3:5])[N:11]=2)[N:14]=[N:13]1. (7) Given the reactants C[O:2][C:3](=[O:33])[C:4]1[CH:9]=[C:8]([N+:10]([O-:12])=[O:11])[C:7]([O:13][CH3:14])=[CH:6][C:5]=1[NH:15][C:16]1[CH:21]=[CH:20][C:19]([CH2:22][CH2:23][CH2:24][C:25]2[CH:30]=[CH:29][C:28]([Cl:31])=[C:27]([Cl:32])[CH:26]=2)=[CH:18][CH:17]=1, predict the reaction product. The product is: [Cl:32][C:27]1[CH:26]=[C:25]([CH2:24][CH2:23][CH2:22][C:19]2[CH:20]=[CH:21][C:16]([NH:15][C:5]3[CH:6]=[C:7]([O:13][CH3:14])[C:8]([N+:10]([O-:12])=[O:11])=[CH:9][C:4]=3[C:3]([OH:33])=[O:2])=[CH:17][CH:18]=2)[CH:30]=[CH:29][C:28]=1[Cl:31]. (8) Given the reactants [NH:1]1[C:11]2[C:6](=[CH:7][CH:8]=[CH:9][CH:10]=2)[C:4](=[O:5])[C:2]1=[O:3].[CH3:12][C:13]1[CH:14]=[C:15]([Mg]Br)[CH:16]=[C:17]([CH3:21])[C:18]=1[O:19][CH3:20].C1COCC1, predict the reaction product. The product is: [OH:5][C:4]1([C:15]2[CH:16]=[C:17]([CH3:21])[C:18]([O:19][CH3:20])=[C:13]([CH3:12])[CH:14]=2)[C:6]2[C:11](=[CH:10][CH:9]=[CH:8][CH:7]=2)[NH:1][C:2]1=[O:3]. (9) Given the reactants [F:1][C:2]1[CH:10]=[C:9]([F:11])[CH:8]=[CH:7][C:3]=1[C:4](Cl)=[O:5].[NH2:12][C:13]1[CH:14]=[N:15][CH:16]=[C:17]([Br:19])[CH:18]=1, predict the reaction product. The product is: [Br:19][C:17]1[CH:18]=[C:13]([NH:12][C:4](=[O:5])[C:3]2[CH:7]=[CH:8][C:9]([F:11])=[CH:10][C:2]=2[F:1])[CH:14]=[N:15][CH:16]=1. (10) Given the reactants [CH:1]1([NH:6][C:7]2[C:12]([CH3:13])=[C:11]([CH3:14])[N:10]=[C:9]([NH:15][CH2:16][C:17]3[CH:22]=[CH:21][CH:20]=[CH:19][N:18]=3)[N:8]=2)[CH2:5][CH2:4][CH2:3]C1.C1(N)CCC1, predict the reaction product. The product is: [CH:1]1([NH:6][C:7]2[C:12]([CH3:13])=[C:11]([CH3:14])[N:10]=[C:9]([NH:15][CH2:16][C:17]3[CH:22]=[CH:21][CH:20]=[CH:19][N:18]=3)[N:8]=2)[CH2:3][CH2:4][CH2:5]1.